Dataset: Peptide-MHC class I binding affinity with 185,985 pairs from IEDB/IMGT. Task: Regression. Given a peptide amino acid sequence and an MHC pseudo amino acid sequence, predict their binding affinity value. This is MHC class I binding data. (1) The peptide sequence is HQDDGQPRL. The binding affinity (normalized) is 0.0847. The MHC is HLA-A24:03 with pseudo-sequence HLA-A24:03. (2) The peptide sequence is DVKASMLEK. The MHC is HLA-A68:02 with pseudo-sequence HLA-A68:02. The binding affinity (normalized) is 0. (3) The binding affinity (normalized) is 0. The peptide sequence is YTPGPGIRY. The MHC is HLA-B45:01 with pseudo-sequence HLA-B45:01. (4) The peptide sequence is NDNSTATLC. The MHC is HLA-B44:03 with pseudo-sequence HLA-B44:03. The binding affinity (normalized) is 0.291. (5) The peptide sequence is NLTEEMAAL. The MHC is HLA-A26:01 with pseudo-sequence HLA-A26:01. The binding affinity (normalized) is 0.0847. (6) The binding affinity (normalized) is 0. The MHC is HLA-B54:01 with pseudo-sequence HLA-B54:01. The peptide sequence is QIYAGIKVK.